Dataset: Catalyst prediction with 721,799 reactions and 888 catalyst types from USPTO. Task: Predict which catalyst facilitates the given reaction. Reactant: [N+:1]([C:4]1[CH:5]=[CH:6][C:7]2[O:13][CH2:12][C@@H:11]3[CH2:14][CH2:15][CH2:16][N:10]3[C:9](=[O:17])[C:8]=2[CH:18]=1)([O-])=O.CO.[H][H]. The catalyst class is: 29. Product: [NH2:1][C:4]1[CH:5]=[CH:6][C:7]2[O:13][CH2:12][C@@H:11]3[CH2:14][CH2:15][CH2:16][N:10]3[C:9](=[O:17])[C:8]=2[CH:18]=1.